Dataset: Reaction yield outcomes from USPTO patents with 853,638 reactions. Task: Predict the reaction yield, written as a fraction of the theoretical maximum amount of product (1.0 means a 100% yield; for example, 0.34 means a 34% yield). (1) The reactants are [CH3:1][CH:2]([CH3:22])[CH2:3][C@H:4]([N:8]1[CH2:12][C:11]([O:13][C:14]2[CH:19]=[CH:18][CH:17]=[CH:16][C:15]=2[CH3:20])=[CH:10][C:9]1=[O:21])[C:5]([OH:7])=O.Cl.[OH:24][C@@H:25]([CH2:55]O)[CH2:26][N:27]1[CH:31]=[CH:30][C:29]([NH:32]C(=O)[C@@H](N2CC(OC3C=CC=C(Cl)C=3Cl)=CC2=O)CC(C)C)=[N:28]1.F[P-](F)(F)(F)(F)F.N1(O[P+](N(C)C)(N(C)C)N(C)C)C2C=CC=C[C:67]=2N=N1.C(N(CC)CC)C. The catalyst is CN(C)C=O. The product is [OH:24][C:25]([CH3:55])([CH3:67])[CH2:26][N:27]1[CH:31]=[CH:30][C:29]([NH:32][C:5](=[O:7])[C@@H:4]([N:8]2[CH2:12][C:11]([O:13][C:14]3[CH:19]=[CH:18][CH:17]=[CH:16][C:15]=3[CH3:20])=[CH:10][C:9]2=[O:21])[CH2:3][CH:2]([CH3:1])[CH3:22])=[N:28]1. The yield is 0.360. (2) The reactants are C[O:2][C:3](=[O:34])[C:4]1[CH:9]=[CH:8][C:7]([CH2:10][NH:11][C:12](=[O:33])[C:13]2[CH:18]=[CH:17][CH:16]=[C:15]([C:19]3[N:20]=[N:21][N:22]([CH2:24][C:25]4[CH:30]=[CH:29][C:28]([O:31][CH3:32])=[CH:27][CH:26]=4)[N:23]=3)[CH:14]=2)=[CH:6][CH:5]=1.O.[OH-].[Li+]. The catalyst is O1CCCC1. The product is [CH3:32][O:31][C:28]1[CH:27]=[CH:26][C:25]([CH2:24][N:22]2[N:21]=[N:20][C:19]([C:15]3[CH:14]=[C:13]([CH:18]=[CH:17][CH:16]=3)[C:12]([NH:11][CH2:10][C:7]3[CH:6]=[CH:5][C:4]([C:3]([OH:34])=[O:2])=[CH:9][CH:8]=3)=[O:33])=[N:23]2)=[CH:30][CH:29]=1. The yield is 0.710. (3) The reactants are [OH:1][C@@H:2]([CH3:7])[CH2:3][C:4]([OH:6])=[O:5].O1[B:13]([C@@H:14]([NH:19][C:20](=[O:38])[C@@H:21]([NH:29][C:30]([C:32]2[CH:37]=[N:36][CH:35]=[CH:34][N:33]=2)=[O:31])[CH2:22][C:23]2[CH:28]=[CH:27][CH:26]=[CH:25][CH:24]=2)[CH2:15][CH:16]([CH3:18])[CH3:17])O[B:13]([C@@H:14]([NH:19][C:20](=[O:38])[C@@H:21]([NH:29][C:30]([C:32]2[CH:37]=[N:36][CH:35]=[CH:34][N:33]=2)=[O:31])[CH2:22][C:23]2[CH:28]=[CH:27][CH:26]=[CH:25][CH:24]=2)[CH2:15][CH:16]([CH3:18])[CH3:17])O[B:13]1[C@@H:14]([NH:19][C:20](=[O:38])[C@@H:21]([NH:29][C:30]([C:32]1[CH:37]=[N:36][CH:35]=[CH:34][N:33]=1)=[O:31])[CH2:22][C:23]1[CH:28]=[CH:27][CH:26]=[CH:25][CH:24]=1)[CH2:15][CH:16]([CH3:18])[CH3:17]. The catalyst is CCOC(C)=O. The product is [CH2:22]([C@H:21]([NH:29][C:30]([C:32]1[CH:37]=[N:36][CH:35]=[CH:34][N:33]=1)=[O:31])[C:20]([NH:19][C@H:14]([B:13]1[O:1][C@@H:2]([CH3:7])[CH2:3][C:4](=[O:6])[O:5]1)[CH2:15][CH:16]([CH3:18])[CH3:17])=[O:38])[C:23]1[CH:28]=[CH:27][CH:26]=[CH:25][CH:24]=1. The yield is 0.960.